Dataset: Forward reaction prediction with 1.9M reactions from USPTO patents (1976-2016). Task: Predict the product of the given reaction. (1) Given the reactants Br[C:2]1[CH:7]=[CH:6][C:5]([C:8]([N:10]2[CH2:15][CH2:14][N:13]([C:16]3[CH:21]=[CH:20][C:19]([CH3:22])=[CH:18][C:17]=3[CH3:23])[CH2:12][CH2:11]2)=[O:9])=[C:4]([O:24][CH3:25])[CH:3]=1.[O:26]1[CH2:30][CH2:29][NH:28][C:27]1=[O:31], predict the reaction product. The product is: [CH3:23][C:17]1[CH:18]=[C:19]([CH3:22])[CH:20]=[CH:21][C:16]=1[N:13]1[CH2:14][CH2:15][N:10]([C:8]([C:5]2[CH:6]=[CH:7][C:2]([N:28]3[CH2:29][CH2:30][O:26][C:27]3=[O:31])=[CH:3][C:4]=2[O:24][CH3:25])=[O:9])[CH2:11][CH2:12]1. (2) Given the reactants C(O)=O.[C:4](=[O:11])([O:6][C:7]([CH3:10])([CH3:9])[CH3:8])[NH2:5].[Br:12][C:13]1[CH:14]=[C:15]([CH:18]=[CH:19][C:20]=1[CH:21]=O)[C:16]#[N:17].[C:23]1([S:29]([O-:31])=[O:30])[CH:28]=[CH:27][CH:26]=[CH:25][CH:24]=1.[Na+], predict the reaction product. The product is: [C:23]1([S:29]([CH:21]([C:20]2[CH:19]=[CH:18][C:15]([C:16]#[N:17])=[CH:14][C:13]=2[Br:12])[NH:5][C:4](=[O:11])[O:6][C:7]([CH3:10])([CH3:9])[CH3:8])(=[O:31])=[O:30])[CH:28]=[CH:27][CH:26]=[CH:25][CH:24]=1.